This data is from Catalyst prediction with 721,799 reactions and 888 catalyst types from USPTO. The task is: Predict which catalyst facilitates the given reaction. (1) Reactant: [F:1][C:2]1[CH:7]=[CH:6][CH:5]=[C:4]([C:8]2[CH:13]=[CH:12][C:11]([CH2:14][NH:15][C:16]3[CH:21]=[CH:20][C:19]([N+:22]([O-])=O)=[CH:18][N:17]=3)=[C:10]([F:25])[CH:9]=2)[C:3]=1[C:26]([O:28][CH3:29])=[O:27]. Product: [NH2:22][C:19]1[CH:20]=[CH:21][C:16]([NH:15][CH2:14][C:11]2[CH:12]=[CH:13][C:8]([C:4]3[C:3]([C:26]([O:28][CH3:29])=[O:27])=[C:2]([F:1])[CH:7]=[CH:6][CH:5]=3)=[CH:9][C:10]=2[F:25])=[N:17][CH:18]=1. The catalyst class is: 19. (2) Product: [OH:25][C:9]1[CH:23]=[CH:22][C:12]([O:13][C:14]2[CH:15]=[C:16]([CH:19]=[CH:20][CH:21]=2)[C:17]#[N:18])=[CH:11][CH:10]=1. Reactant: CC1(C)C(C)(C)OB([C:9]2[CH:23]=[CH:22][C:12]([O:13][C:14]3[CH:15]=[C:16]([CH:19]=[CH:20][CH:21]=3)[C:17]#[N:18])=[CH:11][CH:10]=2)O1.[OH-:25].[Na+].OO. The catalyst class is: 1. (3) Reactant: [CH:1]([C:4]1[CH:10]=[CH:9][C:8]([CH3:11])=[CH:7][C:5]=1[NH2:6])([CH3:3])[CH3:2].[C:12](=S)=[S:13].C(N(CC)CC)C.C(N=C=NC(C)C)(C)C. Product: [CH:1]([C:4]1[CH:10]=[CH:9][C:8]([CH3:11])=[CH:7][C:5]=1[N:6]=[C:12]=[S:13])([CH3:3])[CH3:2]. The catalyst class is: 47.